This data is from Full USPTO retrosynthesis dataset with 1.9M reactions from patents (1976-2016). The task is: Predict the reactants needed to synthesize the given product. (1) Given the product [C:9]([NH:8][CH2:7][CH2:6][CH2:5][S:2]([O:26][CH2:25][C:20]([NH:19][C:17]([O:16][C:12]([CH3:15])([CH3:14])[CH3:13])=[O:18])([CH3:27])[C:21]([O:23][CH3:24])=[O:22])(=[O:4])=[O:3])(=[O:11])[CH3:10], predict the reactants needed to synthesize it. The reactants are: Cl[S:2]([CH2:5][CH2:6][CH2:7][NH:8][C:9](=[O:11])[CH3:10])(=[O:4])=[O:3].[C:12]([O:16][C:17]([NH:19][C:20]([CH3:27])([CH2:25][OH:26])[C:21]([O:23][CH3:24])=[O:22])=[O:18])([CH3:15])([CH3:14])[CH3:13].C(N(CC)CC)C. (2) Given the product [ClH:1].[F:2][C:3]1[C:11]2[NH:10][C:9](=[O:12])[N:8]([CH:13]3[CH2:14][CH2:15][N:16]([CH:33]4[CH2:34][CH2:35][O:30][CH2:31][CH2:32]4)[CH2:17][CH2:18]3)[C:7]=2[CH:6]=[C:5]([CH3:19])[C:4]=1[F:20], predict the reactants needed to synthesize it. The reactants are: [ClH:1].[F:2][C:3]1[C:11]2[NH:10][C:9](=[O:12])[N:8]([CH:13]3[CH2:18][CH2:17][NH:16][CH2:15][CH2:14]3)[C:7]=2[CH:6]=[C:5]([CH3:19])[C:4]=1[F:20].C(N(C(C)C)CC)(C)C.[O:30]1[CH2:35][CH2:34][C:33](=O)[CH2:32][CH2:31]1.C(O[BH-](OC(=O)C)OC(=O)C)(=O)C.[Na+].